From a dataset of Full USPTO retrosynthesis dataset with 1.9M reactions from patents (1976-2016). Predict the reactants needed to synthesize the given product. The reactants are: [Br:1][C:2]1[CH:3]=[C:4]([CH:8]=[CH:9][C:10]=1[C:11]([O:13][CH3:14])=[O:12])[C:5]([OH:7])=[O:6].O[N:16]1[C:20](=[O:21])[CH2:19][CH2:18][C:17]1=[O:22].Cl.CN(C)CCCN=C=NCC.O. Given the product [CH3:14][O:13][C:11](=[O:12])[C:10]1[CH:9]=[CH:8][C:4]([C:5]([O:7][N:16]2[C:20](=[O:21])[CH2:19][CH2:18][C:17]2=[O:22])=[O:6])=[CH:3][C:2]=1[Br:1], predict the reactants needed to synthesize it.